From a dataset of Catalyst prediction with 721,799 reactions and 888 catalyst types from USPTO. Predict which catalyst facilitates the given reaction. (1) The catalyst class is: 162. Reactant: Cl[CH2:2][C:3]([C@H:5]1[CH2:7][C@@H:6]1[C:8]1[CH:13]=[C:12]([N:14]2[C:18]([CH3:19])=[N:17][C:16]([CH3:20])=[N:15]2)[N:11]=[C:10]([CH3:21])[N:9]=1)=O.[NH2:22][C:23]1[CH:28]=[CH:27][CH:26]=[CH:25][N:24]=1.C(=O)(O)[O-].[Na+]. Product: [CH3:20][C:16]1[N:17]=[C:18]([CH3:19])[N:14]([C:12]2[N:11]=[C:10]([CH3:21])[N:9]=[C:8]([C@H:6]3[CH2:7][C@@H:5]3[C:3]3[N:22]=[C:23]4[CH:28]=[CH:27][CH:26]=[CH:25][N:24]4[CH:2]=3)[CH:13]=2)[N:15]=1. (2) Reactant: [CH3:1][C@@H:2]1[O:4][C@@H:3]1[P:5]([O-:8])([O-:7])=[O:6].[Na+].[Na+].[CH2:11]1[C@@H:16]([NH2:17])[C@H:15]([O:18][C@H:19]2[O:24][C@H:23]([CH2:25][OH:26])[C@@H:22]([OH:27])[C@H:21]([NH2:28])[C@H:20]2[OH:29])[C@@H:14]([OH:30])[C@H:13]([O:31][C@H:32]2[O:37][C@H:36]([CH2:38][NH2:39])[C@@H:35]([OH:40])[CH2:34][C@H:33]2[NH2:41])[C@H:12]1[NH2:42].Cl. Product: [CH3:1][C@@H:2]1[O:4][C@@H:3]1[P:5]([OH:8])([OH:7])=[O:6].[CH2:11]1[C@@H:16]([NH2:17])[C@H:15]([O:18][C@H:19]2[O:24][C@H:23]([CH2:25][OH:26])[C@@H:22]([OH:27])[C@H:21]([NH2:28])[C@H:20]2[OH:29])[C@@H:14]([OH:30])[C@H:13]([O:31][C@H:32]2[O:37][C@H:36]([CH2:38][NH2:39])[C@@H:35]([OH:40])[CH2:34][C@H:33]2[NH2:41])[C@H:12]1[NH2:42]. The catalyst class is: 6.